This data is from Full USPTO retrosynthesis dataset with 1.9M reactions from patents (1976-2016). The task is: Predict the reactants needed to synthesize the given product. Given the product [NH2:6][C:7]1[CH:8]=[CH:9][CH:10]=[CH:11][C:1]=1[C:2]([N:14]([CH2:15][CH2:16][C:17]#[N:18])[CH3:13])=[O:4], predict the reactants needed to synthesize it. The reactants are: [C:1]12[C:7](=[CH:8][CH:9]=[CH:10][CH:11]=1)[NH:6]C(=O)[O:4][C:2]2=O.[CH3:13][NH:14][CH2:15][CH2:16][C:17]#[N:18].O.